Dataset: Reaction yield outcomes from USPTO patents with 853,638 reactions. Task: Predict the reaction yield, written as a fraction of the theoretical maximum amount of product (1.0 means a 100% yield; for example, 0.34 means a 34% yield). (1) The reactants are [Cl:1][C:2]1[CH:6]=[N:5][N:4]([CH3:7])[C:3]=1[C:8]1[CH:9]=[C:10]([NH2:16])[CH:11]=[CH:12][C:13]=1[O:14][CH3:15].[Cl:17][C:18]1[CH:23]=[CH:22][C:21]([N:24]=[C:25]=[O:26])=[C:20]([C:27]([F:30])([F:29])[F:28])[CH:19]=1. No catalyst specified. The product is [Cl:1][C:2]1[CH:6]=[N:5][N:4]([CH3:7])[C:3]=1[C:8]1[CH:9]=[C:10]([NH:16][C:25]([NH:24][C:21]2[CH:22]=[CH:23][C:18]([Cl:17])=[CH:19][C:20]=2[C:27]([F:29])([F:28])[F:30])=[O:26])[CH:11]=[CH:12][C:13]=1[O:14][CH3:15]. The yield is 0.0800. (2) The reactants are I[C:2]1[C:10]2[C:5](=[N:6][CH:7]=[CH:8][CH:9]=2)[N:4]([Si:11]([CH:18]([CH3:20])[CH3:19])([CH:15]([CH3:17])[CH3:16])[CH:12]([CH3:14])[CH3:13])[CH:3]=1.C([Mg]Cl)(C)C.[C:26]([O:30][C:31](=[O:48])[N:32]([C:40]1[S:41][C:42]([CH:46]=[O:47])=[C:43]([Cl:45])[N:44]=1)[CH2:33][C:34]1[CH:39]=[CH:38][N:37]=[CH:36][CH:35]=1)([CH3:29])([CH3:28])[CH3:27]. The catalyst is O1CCCC1. The product is [C:26]([O:30][C:31](=[O:48])[N:32]([C:40]1[S:41][C:42]([CH:46]([OH:47])[C:2]2[C:10]3[C:5](=[N:6][CH:7]=[CH:8][CH:9]=3)[N:4]([Si:11]([CH:18]([CH3:20])[CH3:19])([CH:15]([CH3:17])[CH3:16])[CH:12]([CH3:14])[CH3:13])[CH:3]=2)=[C:43]([Cl:45])[N:44]=1)[CH2:33][C:34]1[CH:35]=[CH:36][N:37]=[CH:38][CH:39]=1)([CH3:29])([CH3:27])[CH3:28]. The yield is 0.860. (3) The reactants are [F:1][C:2]1[CH:3]=[C:4]([NH2:11])[C:5]([NH2:10])=[CH:6][C:7]=1[O:8][CH3:9].[F:12][C:13]([F:22])([F:21])[C:14](=O)[C:15](OCC)=[O:16]. The catalyst is C(O)C. The product is [F:1][C:2]1[CH:3]=[C:4]2[C:5]([N:10]=[C:14]([C:13]([F:22])([F:21])[F:12])[C:15]([OH:16])=[N:11]2)=[CH:6][C:7]=1[O:8][CH3:9]. The yield is 0.591. (4) The reactants are CNC1C=[CH:7][C:6]([O:9][C:10]2[CH:15]=[CH:14][CH:13]=[CH:12][CH:11]=2)=[CH:5]C=1.ClC(Cl)([O:19]C(=O)OC(Cl)(Cl)Cl)Cl.C[CH2:29][N:30]([CH:34](C)C)[CH:31]([CH3:33])[CH3:32].FC(F)(F)C([O-])=O.[NH2:44][C@H:45]([CH2:50][C:51]([O:53][CH2:54][C:55]1[CH:60]=[CH:59][CH:58]=[CH:57][CH:56]=1)=[O:52])[CH2:46][NH+:47]([CH3:49])[CH3:48]. The catalyst is C1COCC1. The product is [CH3:49][N:47]([CH3:48])[CH2:46][C@H:45]([NH:44][C:34]([N:30]([CH3:29])[C:31]1[CH:32]=[CH:5][C:6]([O:9][C:10]2[CH:11]=[CH:12][CH:13]=[CH:14][CH:15]=2)=[CH:7][CH:33]=1)=[O:19])[CH2:50][C:51]([O:53][CH2:54][C:55]1[CH:56]=[CH:57][CH:58]=[CH:59][CH:60]=1)=[O:52]. The yield is 0.510. (5) The reactants are [Cl-].O[NH3+:3].[C:4](=[O:7])([O-])[OH:5].[Na+].CS(C)=O.[CH2:13]([C:17]1[N:22]2[N:23]=[C:24]([CH3:26])[N:25]=[C:21]2[N:20]([C@H:27]2[CH2:32][CH2:31][C@H:30]([O:33][CH:34]([CH3:39])[C:35]([OH:38])([CH3:37])[CH3:36])[CH2:29][CH2:28]2)[C:19](=[O:40])[C:18]=1[CH2:41][C:42]1[CH:47]=[CH:46][C:45]([C:48]2[C:49]([C:54]#[N:55])=[CH:50][CH:51]=[CH:52][CH:53]=2)=[CH:44][CH:43]=1)[CH2:14][CH2:15][CH3:16]. The product is [CH2:13]([C:17]1[N:22]2[N:23]=[C:24]([CH3:26])[N:25]=[C:21]2[N:20]([C@H:27]2[CH2:32][CH2:31][C@H:30]([O:33][CH:34]([CH3:39])[C:35]([OH:38])([CH3:37])[CH3:36])[CH2:29][CH2:28]2)[C:19](=[O:40])[C:18]=1[CH2:41][C:42]1[CH:47]=[CH:46][C:45]([C:48]2[CH:53]=[CH:52][CH:51]=[CH:50][C:49]=2[C:54]2[NH:3][C:4](=[O:7])[O:5][N:55]=2)=[CH:44][CH:43]=1)[CH2:14][CH2:15][CH3:16]. The yield is 0.430. The catalyst is C(OCC)(=O)C. (6) The reactants are [NH2:1][C:2]1[CH:19]=[CH:18][C:5]([O:6][C:7]2[C:16]3[NH:15][C:14](=[O:17])[CH:13]=[N:12][C:11]=3[N:10]=[CH:9][CH:8]=2)=[CH:4][C:3]=1[S:20][CH3:21].[C:22]([C:26]1[CH:30]=[C:29]([N:31]=[C:32]=[O:33])[N:28]([C:34]2[CH:39]=[CH:38][CH:37]=[CH:36][CH:35]=2)[N:27]=1)([CH3:25])([CH3:24])[CH3:23]. No catalyst specified. The product is [C:22]([C:26]1[CH:30]=[C:29]([NH:31][C:32]([NH:1][C:2]2[CH:19]=[CH:18][C:5]([O:6][C:7]3[C:16]4[NH:15][C:14](=[O:17])[CH:13]=[N:12][C:11]=4[N:10]=[CH:9][CH:8]=3)=[CH:4][C:3]=2[S:20][CH3:21])=[O:33])[N:28]([C:34]2[CH:39]=[CH:38][CH:37]=[CH:36][CH:35]=2)[N:27]=1)([CH3:25])([CH3:23])[CH3:24]. The yield is 0.590.